From a dataset of Full USPTO retrosynthesis dataset with 1.9M reactions from patents (1976-2016). Predict the reactants needed to synthesize the given product. (1) Given the product [S:23]1[C:19]2[CH:18]=[CH:17][CH:16]=[C:15]([CH2:14][N:5]([CH2:6][CH:7]([O:11][CH2:12][CH3:13])[O:8][CH2:9][CH3:10])[C:3]([CH:2]([NH:1][C:48](=[O:49])[CH2:47][CH:46]([NH:45][C:44]([NH:43][CH2:36][C:37]3[CH:42]=[CH:41][CH:40]=[CH:39][CH:38]=3)=[O:52])[CH3:51])[CH2:24][C:25]3[CH:26]=[CH:27][C:28]([O:31][C:32]([CH3:33])([CH3:35])[CH3:34])=[CH:29][CH:30]=3)=[O:4])[C:20]=2[N:21]=[CH:22]1, predict the reactants needed to synthesize it. The reactants are: [NH2:1][CH:2]([CH2:24][C:25]1[CH:30]=[CH:29][C:28]([O:31][C:32]([CH3:35])([CH3:34])[CH3:33])=[CH:27][CH:26]=1)[C:3]([N:5]([CH2:14][C:15]1[C:20]2[N:21]=[CH:22][S:23][C:19]=2[CH:18]=[CH:17][CH:16]=1)[CH2:6][CH:7]([O:11][CH2:12][CH3:13])[O:8][CH2:9][CH3:10])=[O:4].[CH2:36]([NH:43][C:44](=[O:52])[NH:45][C@H:46]([CH3:51])[CH2:47][C:48](O)=[O:49])[C:37]1[CH:42]=[CH:41][CH:40]=[CH:39][CH:38]=1.CCN=C=NCCCN(C)C.C1C=CC2N(O)N=NC=2C=1.CCN(C(C)C)C(C)C. (2) Given the product [CH2:1]([C@@H:8]1[CH2:12][O:11][C:10](=[O:13])[N:9]1[C:14](=[O:24])[C@@H:15]([CH:18]1[CH2:23][CH2:22][O:21][CH2:20][CH2:19]1)[CH2:16][I:25])[C:2]1[CH:7]=[CH:6][CH:5]=[CH:4][CH:3]=1, predict the reactants needed to synthesize it. The reactants are: [CH2:1]([C@@H:8]1[CH2:12][O:11][C:10](=[O:13])[N:9]1[C:14](=[O:24])[C@@H:15]([CH:18]1[CH2:23][CH2:22][O:21][CH2:20][CH2:19]1)[CH2:16]O)[C:2]1[CH:7]=[CH:6][CH:5]=[CH:4][CH:3]=1.[I:25]I.N1C=CN=C1. (3) Given the product [CH3:1][C:2]1([CH3:21])[CH2:6][C:5]2[C:7]([O:11][C:12]3[N:13]=[CH:14][C:15]([NH2:18])=[CH:16][CH:17]=3)=[CH:8][CH:9]=[CH:10][C:4]=2[O:3]1, predict the reactants needed to synthesize it. The reactants are: [CH3:1][C:2]1([CH3:21])[CH2:6][C:5]2[C:7]([O:11][C:12]3[CH:17]=[CH:16][C:15]([N+:18]([O-])=O)=[CH:14][N:13]=3)=[CH:8][CH:9]=[CH:10][C:4]=2[O:3]1.[Cl-].[NH4+]. (4) The reactants are: [CH2:1]1[O:4][C@H:2]1[CH3:3].[F:5][C:6]1[CH:11]=[CH:10][C:9]([S:12]([NH:15][C:16]2[CH:21]=[C:20]([N+:22]([O-:24])=[O:23])[CH:19]=[CH:18][C:17]=2F)(=[O:14])=[O:13])=[CH:8][CH:7]=1.C(=O)([O-])[O-].[K+].[K+]. Given the product [F:5][C:6]1[CH:11]=[CH:10][C:9]([S:12]([N:15]2[C:16]3[CH:21]=[C:20]([N+:22]([O-:24])=[O:23])[CH:19]=[CH:18][C:17]=3[O:4][C@@H:2]([CH3:3])[CH2:1]2)(=[O:14])=[O:13])=[CH:8][CH:7]=1, predict the reactants needed to synthesize it.